Task: Predict the reactants needed to synthesize the given product.. Dataset: Full USPTO retrosynthesis dataset with 1.9M reactions from patents (1976-2016) (1) Given the product [CH2:22]([O:21][C:19](=[O:20])[CH2:18][N:10]1[CH:9]=[C:8]([C:5]2[CH:4]=[CH:3][C:2]([Cl:1])=[CH:7][CH:6]=2)[N:12]([CH:13]2[CH2:14][CH2:15]2)[C:11]1=[O:16])[CH3:23], predict the reactants needed to synthesize it. The reactants are: [Cl:1][C:2]1[CH:7]=[CH:6][C:5]([C:8]2[N:12]([CH:13]3[CH2:15][CH2:14]3)[C:11](=[O:16])[NH:10][CH:9]=2)=[CH:4][CH:3]=1.Cl[CH2:18][C:19]([O:21][CH2:22][CH3:23])=[O:20].C(=O)([O-])[O-].[K+].[K+]. (2) Given the product [O:21]1[CH:22]=[CH:23][C:19]([CH2:18][O:17][C:14]2[CH:15]=[CH:16][N:11]([CH2:10][CH2:9][C:6]3[CH:7]=[CH:8][C:3]([CH2:2][N:25]4[CH2:30][CH2:29][CH:28]([NH:31][C:32](=[O:34])[CH3:33])[CH2:27][CH2:26]4)=[CH:4][CH:5]=3)[C:12](=[O:24])[CH:13]=2)=[CH:20]1, predict the reactants needed to synthesize it. The reactants are: Br[CH2:2][C:3]1[CH:8]=[CH:7][C:6]([CH2:9][CH2:10][N:11]2[CH:16]=[CH:15][C:14]([O:17][CH2:18][C:19]3[CH:23]=[CH:22][O:21][CH:20]=3)=[CH:13][C:12]2=[O:24])=[CH:5][CH:4]=1.[NH:25]1[CH2:30][CH2:29][CH:28]([NH:31][C:32](=[O:34])[CH3:33])[CH2:27][CH2:26]1.